This data is from Forward reaction prediction with 1.9M reactions from USPTO patents (1976-2016). The task is: Predict the product of the given reaction. (1) Given the reactants C1C=CC2N(O)N=NC=2C=1.CCN=C=NCCCN(C)C.[CH:22]1([NH2:25])[CH2:24][CH2:23]1.[CH2:26]([O:28][C:29]([C:31]1[CH:32]=[C:33]2[CH:38]=[N:37][N:36]=[C:35]([NH:39][C:40]3[CH:45]=[C:44]([C:46](O)=[O:47])[CH:43]=[CH:42][C:41]=3[O:49][CH3:50])[N:34]2[C:51]=1[CH3:52])=[O:30])[CH3:27], predict the reaction product. The product is: [CH2:26]([O:28][C:29]([C:31]1[CH:32]=[C:33]2[CH:38]=[N:37][N:36]=[C:35]([NH:39][C:40]3[CH:45]=[C:44]([C:46](=[O:47])[NH:25][CH:22]4[CH2:24][CH2:23]4)[CH:43]=[CH:42][C:41]=3[O:49][CH3:50])[N:34]2[C:51]=1[CH3:52])=[O:30])[CH3:27]. (2) Given the reactants Cl.[CH3:2][O:3][C:4]1[CH:5]=[C:6]([C:10]2([C:22](Cl)=O)[CH2:15][CH2:14][N:13]([C:16]3[N:21]=[CH:20][CH:19]=[CH:18][N:17]=3)[CH2:12][CH2:11]2)[CH:7]=[CH:8][CH:9]=1.[CH2:25]1[CH:29]2[CH2:30][CH:31]([NH2:32])[CH:27]([CH2:28]2)[CH2:26]1.Cl.C(N(CC)CC)C.[C:41](=O)([O-])[OH:42].[Na+], predict the reaction product. The product is: [CH:27]12[CH2:28][CH:29]([CH2:25][CH2:26]1)[CH2:30][CH:31]2[NH:32][C:41]([CH2:22][C:10]1([C:6]2[CH:7]=[CH:8][CH:9]=[C:4]([O:3][CH3:2])[CH:5]=2)[CH2:15][CH2:14][N:13]([C:16]2[N:21]=[CH:20][CH:19]=[CH:18][N:17]=2)[CH2:12][CH2:11]1)=[O:42]. (3) Given the reactants [N:1]1([C:7]2[N:8]=[C:9]([CH2:14][C:15]([O-:17])=O)[NH:10][C:11](=[O:13])[CH:12]=2)[CH2:6][CH2:5][O:4][CH2:3][CH2:2]1.[Na+].[F:19][C:20]1[CH:26]=[C:25]([F:27])[C:24]([F:28])=[CH:23][C:21]=1[NH2:22], predict the reaction product. The product is: [N:1]1([C:7]2[N:8]=[C:9]([CH2:14][C:15]([NH:22][C:21]3[CH:23]=[C:24]([F:28])[C:25]([F:27])=[CH:26][C:20]=3[F:19])=[O:17])[NH:10][C:11](=[O:13])[CH:12]=2)[CH2:2][CH2:3][O:4][CH2:5][CH2:6]1. (4) Given the reactants [F:1][C:2]1[CH:10]=[CH:9][C:5]([C:6]([OH:8])=[O:7])=[CH:4][C:3]=1[N+:11]([O-:13])=[O:12].S(Cl)(Cl)=O.[CH3:18]O, predict the reaction product. The product is: [F:1][C:2]1[CH:10]=[CH:9][C:5]([C:6]([O:8][CH3:18])=[O:7])=[CH:4][C:3]=1[N+:11]([O-:13])=[O:12]. (5) Given the reactants [Cl:1][C:2]1[C:7]2[N:8]=[C:9]([C:13]3[CH:18]=[CH:17][CH:16]=[CH:15][C:14]=3[O:19]C(=O)C)O[C:11](=[O:12])[C:6]=2[CH:5]=[CH:4][CH:3]=1.[CH2:23]([NH2:31])[CH2:24][C:25]1[CH:30]=[CH:29][CH:28]=[CH:27][CH:26]=1, predict the reaction product. The product is: [Cl:1][C:2]1[CH:3]=[CH:4][CH:5]=[C:6]2[C:7]=1[N:8]=[C:9]([C:13]1[CH:18]=[CH:17][CH:16]=[CH:15][C:14]=1[OH:19])[N:31]([CH2:23][CH2:24][C:25]1[CH:30]=[CH:29][CH:28]=[CH:27][CH:26]=1)[C:11]2=[O:12]. (6) Given the reactants [NH2:1][C@H:2]([C:13]1[N:18]([C:19]2[CH:24]=[C:23]([F:25])[CH:22]=[C:21]([F:26])[CH:20]=2)[C:17](=[O:27])[C:16]2=[C:28]([C:31]#[N:32])[CH:29]=[CH:30][N:15]2[N:14]=1)[CH2:3][CH2:4][O:5][CH2:6][C:7]1[CH:12]=[CH:11][CH:10]=[CH:9][CH:8]=1.Cl[C:34]1[N:39]=[CH:38][N:37]=[C:36]([NH2:40])[C:35]=1[I:41].[F-].[Cs+].C(N(CC)C(C)C)(C)C, predict the reaction product. The product is: [NH2:40][C:36]1[N:37]=[CH:38][N:39]=[C:34]([NH:1][C@H:2]([C:13]2[N:18]([C:19]3[CH:20]=[C:21]([F:26])[CH:22]=[C:23]([F:25])[CH:24]=3)[C:17](=[O:27])[C:16]3=[C:28]([C:31]#[N:32])[CH:29]=[CH:30][N:15]3[N:14]=2)[CH2:3][CH2:4][O:5][CH2:6][C:7]2[CH:8]=[CH:9][CH:10]=[CH:11][CH:12]=2)[C:35]=1[I:41]. (7) Given the reactants [Br:1][CH2:2][CH2:3][CH2:4][CH2:5][O:6][CH2:7][CH2:8][CH2:9][CH2:10][CH2:11]O.C(Br)(Br)(Br)[Br:14].C1(P(C2C=CC=CC=2)C2C=CC=CC=2)C=CC=CC=1.CCCCCCC, predict the reaction product. The product is: [Br:14][CH2:11][CH2:10][CH2:9][CH2:8][CH2:7][O:6][CH2:5][CH2:4][CH2:3][CH2:2][Br:1]. (8) Given the reactants [C:1]([C:3]1[CH:4]=[C:5]2[C:10](=[CH:11][CH:12]=1)[NH:9][C@@H:8]([CH:13]1[CH2:15][CH2:14]1)[C@H:7]([CH3:16])[C@H:6]2[NH:17][C:18](=[O:27])[O:19][CH2:20][C:21]1[CH:26]=[CH:25][CH:24]=[CH:23][CH:22]=1)#[N:2].N1C=CC=CC=1.[C:34](Cl)(=[O:36])[CH3:35], predict the reaction product. The product is: [C:34]([N:9]1[C:10]2[C:5](=[CH:4][C:3]([C:1]#[N:2])=[CH:12][CH:11]=2)[C@H:6]([NH:17][C:18](=[O:27])[O:19][CH2:20][C:21]2[CH:26]=[CH:25][CH:24]=[CH:23][CH:22]=2)[C@@H:7]([CH3:16])[C@@H:8]1[CH:13]1[CH2:15][CH2:14]1)(=[O:36])[CH3:35]. (9) Given the reactants [CH:1]1([C:4]([NH:12][C:13]([C:15]2[CH:20]=[C:19]([O:21][CH2:22][C:23]([F:26])([F:25])[F:24])[C:18](Br)=[CH:17][N:16]=2)=[O:14])([C:6]2[N:10]=[C:9]([CH3:11])[O:8][N:7]=2)[CH3:5])[CH2:3][CH2:2]1.C1C=CC(P(C2C(C3C(P(C4C=CC=CC=4)C4C=CC=CC=4)=CC=C4C=3C=CC=C4)=C3C(C=CC=C3)=CC=2)C2C=CC=CC=2)=CC=1.C(=O)([O-])[O-].[Cs+].[Cs+].Cl.[F:81][C:82]1([F:86])[CH2:85][NH:84][CH2:83]1, predict the reaction product. The product is: [CH:1]1([C:4]([NH:12][C:13]([C:15]2[CH:20]=[C:19]([O:21][CH2:22][C:23]([F:26])([F:25])[F:24])[C:18]([N:84]3[CH2:85][C:82]([F:86])([F:81])[CH2:83]3)=[CH:17][N:16]=2)=[O:14])([C:6]2[N:10]=[C:9]([CH3:11])[O:8][N:7]=2)[CH3:5])[CH2:3][CH2:2]1. (10) Given the reactants [C:1]([C:5]1[CH:9]=[C:8]([NH:10][C:11]([NH:13][C@@H:14]2[C:23]3[C:18](=[CH:19][CH:20]=[CH:21][CH:22]=3)[C@H:17]([O:24][C:25]3[CH:26]=[CH:27][C:28]4[N:29]([C:31]([N:34]5[CH2:39][CH2:38][CH2:37][CH2:36][C@@H:35]5[CH3:40])=[N:32][N:33]=4)[CH:30]=3)[CH2:16][CH2:15]2)=[O:12])[N:7]([C:41]2[CH:42]=[C:43]([CH:50]=[CH:51][CH:52]=2)[CH2:44][O:45]S(C)(=O)=O)[N:6]=1)([CH3:4])([CH3:3])[CH3:2].CCN(C(C)C)C(C)C.[CH3:62][O:63][CH:64]1[CH2:69][CH2:68][NH:67][CH2:66][CH2:65]1, predict the reaction product. The product is: [CH:44]([OH:45])=[O:63].[C:1]([C:5]1[CH:9]=[C:8]([NH:10][C:11]([NH:13][C@@H:14]2[C:23]3[C:18](=[CH:19][CH:20]=[CH:21][CH:22]=3)[C@H:17]([O:24][C:25]3[CH:26]=[CH:27][C:28]4[N:29]([C:31]([N:34]5[CH2:39][CH2:38][CH2:37][CH2:36][C@@H:35]5[CH3:40])=[N:32][N:33]=4)[CH:30]=3)[CH2:16][CH2:15]2)=[O:12])[N:7]([C:41]2[CH:52]=[CH:51][CH:50]=[C:43]([CH2:44][N:67]3[CH2:68][CH2:69][CH:64]([O:63][CH3:62])[CH2:65][CH2:66]3)[CH:42]=2)[N:6]=1)([CH3:4])([CH3:2])[CH3:3].